Dataset: Full USPTO retrosynthesis dataset with 1.9M reactions from patents (1976-2016). Task: Predict the reactants needed to synthesize the given product. (1) Given the product [OH:16][C@@H:14]([CH3:15])[CH2:13][NH:12][C:9]([C@@H:1]1[C:3]2([CH2:4][CH2:5][CH2:6][CH2:7][CH2:8]2)[CH2:2]1)=[O:11], predict the reactants needed to synthesize it. The reactants are: [CH:1]1([C:9]([OH:11])=O)[C:3]2([CH2:8][CH2:7][CH2:6][CH2:5][CH2:4]2)[CH2:2]1.[NH2:12][CH2:13][C@@H:14]([OH:16])[CH3:15].Cl.NCC(N)=O. (2) Given the product [C:26]([C:15]1[C:16]2[C:17](=[C:21]([F:25])[CH:22]=[CH:23][CH:24]=2)[C:18](=[O:19])[O:14][C:13]=1[NH:12][C@@H:4]([CH:1]1[CH2:2][CH2:3]1)[C:5]1[CH:10]=[CH:9][CH:8]=[C:7]([F:11])[CH:6]=1)(=[O:28])[CH3:27], predict the reactants needed to synthesize it. The reactants are: [CH:1]1([C@H:4]([NH:12][C:13]([CH2:15][C:16]2[CH:24]=[CH:23][CH:22]=[C:21]([F:25])[C:17]=2[C:18](O)=[O:19])=[O:14])[C:5]2[CH:10]=[CH:9][CH:8]=[C:7]([F:11])[CH:6]=2)[CH2:3][CH2:2]1.[C:26](OC(=O)C)(=[O:28])[CH3:27]. (3) Given the product [NH2:24][C:7]1[C:6]2[N:5]([C:4]([C@H:12]3[CH2:17][N:16]4[C:18](=[O:22])[O:19][CH:20]([CH3:21])[C@@H:15]4[CH2:14][CH2:13]3)=[N:3][C:2]=2[Br:1])[CH:10]=[CH:9][N:8]=1, predict the reactants needed to synthesize it. The reactants are: [Br:1][C:2]1[N:3]=[C:4]([C@H:12]2[CH2:17][N:16]3[C:18](=[O:22])[O:19][CH:20]([CH3:21])[C@@H:15]3[CH2:14][CH2:13]2)[N:5]2[CH:10]=[CH:9][N:8]=[C:7](Cl)[C:6]=12.O.[NH3:24]. (4) Given the product [C:25]([O:24][C:22]([N:16]1[CH2:21][CH2:20][N:19]([C:12]2[CH:13]=[CH:14][C:9]([C:6]3([C:4]([O:3][CH2:1][CH3:2])=[O:5])[CH2:8][CH2:7]3)=[CH:10][N:11]=2)[CH2:18][CH2:17]1)=[O:23])([CH3:28])([CH3:26])[CH3:27], predict the reactants needed to synthesize it. The reactants are: [CH2:1]([O:3][C:4]([C:6]1([C:9]2[CH:10]=[N:11][C:12](Cl)=[CH:13][CH:14]=2)[CH2:8][CH2:7]1)=[O:5])[CH3:2].[N:16]1([C:22]([O:24][C:25]([CH3:28])([CH3:27])[CH3:26])=[O:23])[CH2:21][CH2:20][NH:19][CH2:18][CH2:17]1. (5) Given the product [C:1]([C:3]1[C:8]([O:9][CH:10]([CH3:11])[CH3:12])=[C:7]([O:13][CH:14]([CH3:16])[CH3:15])[CH:6]=[C:5]([C:17]#[N:18])[C:4]=1[S:19][C:20]1[CH:25]=[CH:24][C:23]([CH2:26][CH2:27][C:28]([O:30][CH3:35])=[O:29])=[CH:22][CH:21]=1)#[N:2], predict the reactants needed to synthesize it. The reactants are: [C:1]([C:3]1[C:8]([O:9][CH:10]([CH3:12])[CH3:11])=[C:7]([O:13][CH:14]([CH3:16])[CH3:15])[CH:6]=[C:5]([C:17]#[N:18])[C:4]=1[S:19][C:20]1[CH:25]=[CH:24][C:23]([CH2:26][CH2:27][C:28]([OH:30])=[O:29])=[CH:22][CH:21]=1)#[N:2].S(Cl)(Cl)=O.[CH3:35]O. (6) The reactants are: [CH:1]1[C:14]2[CH:13]=[C:12](B(O)O)[C:11]3[C:6](=[CH:7][CH:8]=[CH:9][CH:10]=3)[C:5]=2[CH:4]=[CH:3][CH:2]=1.Br[C:19]1[CH:20]=[C:21]([C:26]2[N:31]=[C:30]([C:32]3[CH:37]=[CH:36][CH:35]=[CH:34][CH:33]=3)[N:29]=[C:28]([C:38]3[CH:43]=[CH:42][CH:41]=[CH:40][CH:39]=3)[N:27]=2)[CH:22]=[C:23](Br)[CH:24]=1.[OH-].[Na+]. Given the product [CH:1]1[C:14]2[CH:13]=[C:12]([C:19]3[CH:20]=[C:21]([C:26]4[N:31]=[C:30]([C:32]5[CH:37]=[CH:36][CH:35]=[CH:34][CH:33]=5)[N:29]=[C:28]([C:38]5[CH:43]=[CH:42][CH:41]=[CH:40][CH:39]=5)[N:27]=4)[CH:22]=[C:23]([C:13]4[C:14]5[C:5]([C:6]6[CH:7]=[CH:8][CH:9]=[CH:10][C:11]=6[CH:12]=4)=[CH:4][CH:3]=[CH:2][CH:1]=5)[CH:24]=3)[C:11]3[C:6](=[CH:7][CH:8]=[CH:9][CH:10]=3)[C:5]=2[CH:4]=[CH:3][CH:2]=1, predict the reactants needed to synthesize it. (7) The reactants are: S([O-])([O-])=O.[Na+:5].[Na+].O.[F:8][C:9]([F:27])([F:26])[O:10][C:11]1[CH:16]=[CH:15][C:14]([C:17]2[CH:21]=[CH:20][S:19][C:18]=2[S:22](Cl)(=[O:24])=[O:23])=[CH:13][CH:12]=1.C(=O)(O)[O-].[Na+]. Given the product [Na+:5].[F:27][C:9]([F:8])([F:26])[O:10][C:11]1[CH:12]=[CH:13][C:14]([C:17]2[CH:21]=[CH:20][S:19][C:18]=2[S:22]([O-:24])=[O:23])=[CH:15][CH:16]=1, predict the reactants needed to synthesize it. (8) Given the product [CH3:6][O:7][C:8]1[CH:13]=[CH:12][CH:11]=[CH:10][C:9]=1[C:14]1([CH3:21])[NH:18][C:17](=[O:19])[N:16]([CH2:29][C:30](=[O:31])[C:32]2[CH:37]=[CH:36][CH:35]=[CH:34][CH:33]=2)[C:15]1=[O:20], predict the reactants needed to synthesize it. The reactants are: CN(C=O)C.[CH3:6][O:7][C:8]1[CH:13]=[CH:12][CH:11]=[CH:10][C:9]=1[C:14]1([CH3:21])[NH:18][C:17](=[O:19])[NH:16][C:15]1=[O:20].C([O-])([O-])=O.[K+].[K+].Br[CH2:29][C:30]([C:32]1[CH:37]=[CH:36][CH:35]=[CH:34][CH:33]=1)=[O:31].